Dataset: Full USPTO retrosynthesis dataset with 1.9M reactions from patents (1976-2016). Task: Predict the reactants needed to synthesize the given product. (1) Given the product [NH:28]1[C:29]([CH2:31][NH:1][C@@H:2]2[CH2:11][C@@H:10]3[C@:5]([CH3:14])([CH2:6][CH2:7][CH2:8][C:9]3([CH3:13])[CH3:12])[C@@H:4]([C:15]([C:17]3[CH:22]=[C:21]([OH:23])[CH:20]=[C:19]([OH:24])[CH:18]=3)=[O:16])[C@@H:3]2[CH3:25])=[CH:30][N:26]=[CH:27]1, predict the reactants needed to synthesize it. The reactants are: [NH2:1][C@@H:2]1[CH2:11][C@@H:10]2[C@:5]([CH3:14])([CH2:6][CH2:7][CH2:8][C:9]2([CH3:13])[CH3:12])[C@@H:4]([C:15]([C:17]2[CH:18]=[C:19]([OH:24])[CH:20]=[C:21]([OH:23])[CH:22]=2)=[O:16])[C@@H:3]1[CH3:25].[NH:26]1[CH:30]=[C:29]([CH:31]=O)[N:28]=[CH:27]1.C(O)(=O)C.C(O[BH-](OC(=O)C)OC(=O)C)(=O)C.[Na+]. (2) Given the product [CH2:1]([O:8][C:9]1[C:13]([CH2:14][OH:15])=[CH:12][N:11]([C:19]2[CH:24]=[CH:23][CH:22]=[CH:21][CH:20]=2)[N:10]=1)[C:2]1[CH:3]=[CH:4][CH:5]=[CH:6][CH:7]=1, predict the reactants needed to synthesize it. The reactants are: [CH2:1]([O:8][C:9]1[C:13]([C:14](OCC)=[O:15])=[CH:12][N:11]([C:19]2[CH:24]=[CH:23][CH:22]=[CH:21][CH:20]=2)[N:10]=1)[C:2]1[CH:7]=[CH:6][CH:5]=[CH:4][CH:3]=1.[H-].[Al+3].[Li+].[H-].[H-].[H-].O.O.O.O.O.O.O.O.O.O.[O-]S([O-])(=O)=O.[Na+].[Na+]. (3) Given the product [Cl:22][C:20]1[CH:21]=[C:7]2[C:6]([OH:23])=[C:5]([C:3]([NH:24][C@@H:25]([CH3:26])[C:27]([OH:29])=[O:28])=[O:4])[C:10](=[O:11])[N:9]([CH2:12][C:13]3[CH:18]=[CH:17][CH:16]=[CH:15][N:14]=3)[N:8]2[CH:19]=1, predict the reactants needed to synthesize it. The reactants are: CO[C:3]([C:5]1[C:10](=[O:11])[N:9]([CH2:12][C:13]2[CH:18]=[CH:17][CH:16]=[CH:15][N:14]=2)[N:8]2[CH:19]=[C:20]([Cl:22])[CH:21]=[C:7]2[C:6]=1[OH:23])=[O:4].[NH2:24][C@H:25]([C:27]([OH:29])=[O:28])[CH3:26].C[O-].[Na+].